This data is from Catalyst prediction with 721,799 reactions and 888 catalyst types from USPTO. The task is: Predict which catalyst facilitates the given reaction. (1) Reactant: [Cl:1][C:2]1[CH:25]=[CH:24][CH:23]=[C:22]([Cl:26])[C:3]=1[CH2:4][N:5]1[C:13]2[C:8](=[CH:9][CH:10]=[C:11]([CH:14]([C:16]3[NH:20][N:19]=[N:18][N:17]=3)[OH:15])[CH:12]=2)[C:7]([CH3:21])=[N:6]1.[C:27](Cl)([C:40]1[CH:45]=[CH:44][CH:43]=[CH:42][CH:41]=1)([C:34]1[CH:39]=[CH:38][CH:37]=[CH:36][CH:35]=1)[C:28]1[CH:33]=[CH:32][CH:31]=[CH:30][CH:29]=1.C(N(CC)CC)C.Cl. Product: [Cl:26][C:22]1[CH:23]=[CH:24][CH:25]=[C:2]([Cl:1])[C:3]=1[CH2:4][N:5]1[C:13]2[C:8](=[CH:9][CH:10]=[C:11]([CH:14]([C:16]3[N:20]([C:27]([C:28]4[CH:33]=[CH:32][CH:31]=[CH:30][CH:29]=4)([C:40]4[CH:41]=[CH:42][CH:43]=[CH:44][CH:45]=4)[C:34]4[CH:35]=[CH:36][CH:37]=[CH:38][CH:39]=4)[N:19]=[N:18][N:17]=3)[OH:15])[CH:12]=2)[C:7]([CH3:21])=[N:6]1. The catalyst class is: 7. (2) Reactant: [C:1](Cl)(=O)C(Cl)=O.[Cl:7][C:8]1[CH:9]=[C:10]([C:14]([C:17]([F:20])([F:19])[F:18])=[CH:15][N:16]=1)[C:11]([OH:13])=[O:12].CO. Product: [CH3:1][O:12][C:11](=[O:13])[C:10]1[C:14]([C:17]([F:20])([F:18])[F:19])=[CH:15][N:16]=[C:8]([Cl:7])[CH:9]=1. The catalyst class is: 59. (3) Reactant: C1(O)C=CC=CC=1.C1(S)C=CC=CC=1.C[O:16][C:17]1[CH:22]=[C:21]([N:23]2[CH:27]=[CH:26][CH:25]=[N:24]2)[CH:20]=[CH:19][C:18]=1[C:28]1[N:29]=[N:30][C:31]([O:34][CH:35]2[CH2:39][CH2:38][NH:37][CH2:36]2)=[CH:32][CH:33]=1.C([O-])([O-])=O.[K+].[K+]. Product: [N:23]1([C:21]2[CH:20]=[CH:19][C:18]([C:28]3[N:29]=[N:30][C:31]([O:34][CH:35]4[CH2:39][CH2:38][NH:37][CH2:36]4)=[CH:32][CH:33]=3)=[C:17]([OH:16])[CH:22]=2)[CH:27]=[CH:26][CH:25]=[N:24]1. The catalyst class is: 37. (4) Reactant: [Cl:1][C:2]1[CH:8]=[C:7]([Cl:9])[CH:6]=[C:5]([CH3:10])[C:3]=1[NH2:4].[H-].[Na+].Cl[C:14]1[N:18]([CH3:19])[C:17]2[C:20]([CH:26]([CH2:29][CH3:30])[CH2:27][CH3:28])=[CH:21][CH:22]=[C:23]([O:24][CH3:25])[C:16]=2[N:15]=1.C(=O)([O-])O.[Na+]. Product: [Cl:1][C:2]1[CH:8]=[C:7]([Cl:9])[CH:6]=[C:5]([CH3:10])[C:3]=1[NH:4][C:14]1[N:18]([CH3:19])[C:17]2[C:20]([CH:26]([CH2:29][CH3:30])[CH2:27][CH3:28])=[CH:21][CH:22]=[C:23]([O:24][CH3:25])[C:16]=2[N:15]=1. The catalyst class is: 60. (5) Reactant: CCN(C(C)C)C(C)C.C1C=CC2N(O)N=NC=2C=1.C(OC([NH:27][C@H:28]([C:31]([OH:33])=O)[CH2:29][OH:30])=O)(C)(C)C.CCN=C=NCCCN(C)C.Cl.[Cl:46][C:47]1[S:54][CH:53]2[CH:49]([NH:50][C:51]([C:55]([NH:57][C@@H:58]3[CH2:66][C:65]4[C:60](=[CH:61][CH:62]=[CH:63][CH:64]=4)[C@H:59]3[NH:67][CH3:68])=[O:56])=[CH:52]2)[C:48]=1[Cl:69]. Product: [ClH:46].[Cl:46][C:47]1[S:54][C:53]2[CH:52]=[C:51]([C:55]([NH:57][C@@H:58]3[CH2:66][C:65]4[C:60](=[CH:61][CH:62]=[CH:63][CH:64]=4)[C@H:59]3[N:67]([CH3:68])[C:31](=[O:33])[C@H:28]([CH2:29][OH:30])[NH2:27])=[O:56])[NH:50][C:49]=2[C:48]=1[Cl:69]. The catalyst class is: 18. (6) Reactant: C[O:2][C:3]([C@@H:5]1[CH2:9][C@@H:8]([S:10][C:11]([C:24]2[CH:29]=[CH:28][CH:27]=[CH:26][CH:25]=2)([C:18]2[CH:23]=[CH:22][CH:21]=[CH:20][CH:19]=2)[C:12]2[CH:17]=[CH:16][CH:15]=[CH:14][CH:13]=2)[CH2:7][N:6]1[C:30]([O:32][C:33]([CH3:36])([CH3:35])[CH3:34])=[O:31])=O.O.C(O)(=O)CC(CC(O)=O)(C(O)=O)O. Product: [C:33]([O:32][C:30]([N:6]1[CH2:7][C@H:8]([S:10][C:11]([C:18]2[CH:19]=[CH:20][CH:21]=[CH:22][CH:23]=2)([C:12]2[CH:17]=[CH:16][CH:15]=[CH:14][CH:13]=2)[C:24]2[CH:29]=[CH:28][CH:27]=[CH:26][CH:25]=2)[CH2:9][C@H:5]1[CH2:3][OH:2])=[O:31])([CH3:36])([CH3:35])[CH3:34]. The catalyst class is: 11. (7) Reactant: [CH3:1][O:2][C:3]1[CH:4]=[C:5]([Mg]Br)[CH:6]=[C:7]([O:9][CH3:10])[CH:8]=1.[Cl:13][C:14]1[CH:22]=[C:21]2[C:17]([C:18](=[O:24])[C:19](=[O:23])[NH:20]2)=[CH:16][CH:15]=1. Product: [Cl:13][C:14]1[CH:22]=[C:21]2[C:17]([C:18]([C:5]3[CH:4]=[C:3]([O:2][CH3:1])[CH:8]=[C:7]([O:9][CH3:10])[CH:6]=3)([OH:24])[C:19](=[O:23])[NH:20]2)=[CH:16][CH:15]=1. The catalyst class is: 7.